Dataset: Forward reaction prediction with 1.9M reactions from USPTO patents (1976-2016). Task: Predict the product of the given reaction. (1) Given the reactants Cl.Br[C:3]1[CH:11]=[CH:10][C:6]([C:7]([OH:9])=[O:8])=[CH:5][N:4]=1.Cl.[CH3:13][O:14][C:15]1[N:20]=[CH:19][C:18](B(O)O)=[CH:17][CH:16]=1.C(=O)([O-])[O-].[Na+].[Na+], predict the reaction product. The product is: [CH3:13][O:14][C:15]1[N:20]=[CH:19][C:18]([C:3]2[CH:11]=[CH:10][C:6]([C:7]([OH:9])=[O:8])=[CH:5][N:4]=2)=[CH:17][CH:16]=1. (2) The product is: [Br:8][C:9]1[CH:10]=[CH:11][C:12]([C:15]2([CH2:18][C:20]3[CH:21]=[CH:22][CH:23]=[CH:24][CH:25]=3)[CH2:16][CH2:17]2)=[CH:13][CH:14]=1. Given the reactants C(O)COCCO.[Br:8][C:9]1[CH:14]=[CH:13][C:12]([C:15]2([C:18]([C:20]3[CH:25]=[CH:24][CH:23]=[CH:22][CH:21]=3)=O)[CH2:17][CH2:16]2)=[CH:11][CH:10]=1.O.NN.[OH-].[K+], predict the reaction product. (3) Given the reactants [C:1]([C:5]1[CH:35]=[CH:34][C:8]([CH2:9][N:10]2[CH2:14][CH:13]([CH2:15][CH2:16][CH2:17][C:18]3[CH:30]=[CH:29][C:21]([O:22][C:23]([CH3:28])([CH3:27])[C:24]([OH:26])=[O:25])=[C:20]([CH3:31])[CH:19]=3)[N:12]([CH3:32])[C:11]2=[O:33])=[CH:7][CH:6]=1)([CH3:4])([CH3:3])[CH3:2].[CH3:36]O, predict the reaction product. The product is: [CH3:36][O:25][C:24](=[O:26])[C:23]([O:22][C:21]1[CH:29]=[CH:30][C:18]([CH2:17][CH2:16][CH2:15][CH:13]2[CH2:14][N:10]([CH2:9][C:8]3[CH:34]=[CH:35][C:5]([C:1]([CH3:2])([CH3:3])[CH3:4])=[CH:6][CH:7]=3)[C:11](=[O:33])[N:12]2[CH3:32])=[CH:19][C:20]=1[CH3:31])([CH3:27])[CH3:28]. (4) Given the reactants [C:1]([C:3]1[CH:4]=[C:5]([NH:9][C:10](=[O:33])[NH:11][C:12]2[CH:17]=[CH:16][C:15]([S:18]([NH:21][CH2:22][C:23]3[CH:28]=[CH:27][C:26]([S:29](=[O:32])(=[O:31])[NH2:30])=[CH:25][CH:24]=3)(=[O:20])=[O:19])=[CH:14][CH:13]=2)[CH:6]=[CH:7][CH:8]=1)#[N:2].[N:34]1([C:40]([O:42][CH3:43])=[O:41])[CH2:39][CH2:38][NH:37][CH2:36][CH2:35]1, predict the reaction product. The product is: [NH:2]=[C:1]([C:3]1[CH:8]=[CH:7][CH:6]=[C:5]([NH:9][C:10]([NH:11][C:12]2[CH:17]=[CH:16][C:15]([S:18](=[O:20])(=[O:19])[NH:21][CH2:22][C:23]3[CH:28]=[CH:27][C:26]([S:29](=[O:32])(=[O:31])[NH2:30])=[CH:25][CH:24]=3)=[CH:14][CH:13]=2)=[O:33])[CH:4]=1)[N:37]1[CH2:38][CH2:39][N:34]([C:40]([O:42][CH3:43])=[O:41])[CH2:35][CH2:36]1. (5) Given the reactants [OH:1][CH:2]1[CH2:7][CH2:6][N:5]([C:8]2[N:13]=[N:12][C:11]([C:14]3[CH:15]=[N:16][CH:17]=[C:18]([CH:24]=3)[C:19]([O:21][CH2:22][CH3:23])=[O:20])=[CH:10][CH:9]=2)[CH2:4][CH2:3]1.[CH:25]([C:29]1[CH:34]=[CH:33][CH:32]=[CH:31][C:30]=1O)([CH2:27][CH3:28])[CH3:26], predict the reaction product. The product is: [CH:25]([C:29]1[CH:34]=[CH:33][CH:32]=[CH:31][C:30]=1[O:1][CH:2]1[CH2:7][CH2:6][N:5]([C:8]2[N:13]=[N:12][C:11]([C:14]3[CH:15]=[N:16][CH:17]=[C:18]([CH:24]=3)[C:19]([O:21][CH2:22][CH3:23])=[O:20])=[CH:10][CH:9]=2)[CH2:4][CH2:3]1)([CH2:27][CH3:28])[CH3:26]. (6) Given the reactants [NH2:1][C:2]1[CH:3]=[C:4]([CH:16]2[CH2:18][CH2:17]2)[C:5]([N:8]2[CH2:13][CH2:12][CH:11]([O:14][CH3:15])[CH2:10][CH2:9]2)=[N:6][CH:7]=1.[Cl:19][C:20]1[CH:25]=[CH:24][C:23]([N:26]2[CH:30]=[C:29]([C:31](Cl)=[O:32])[CH:28]=[N:27]2)=[CH:22][CH:21]=1.[CH2:34](N(CC)CC)C.[OH-].[Na+], predict the reaction product. The product is: [Cl:19][C:20]1[CH:25]=[CH:24][C:23]([N:26]2[C:30]([CH3:34])=[C:29]([C:31]([NH:1][C:2]3[CH:7]=[N:6][C:5]([N:8]4[CH2:13][CH2:12][CH:11]([O:14][CH3:15])[CH2:10][CH2:9]4)=[C:4]([CH:16]4[CH2:17][CH2:18]4)[CH:3]=3)=[O:32])[CH:28]=[N:27]2)=[CH:22][CH:21]=1. (7) Given the reactants [F:1][C:2]1[CH:7]=[CH:6][C:5]([N:8]2[C:16]3[C:11](=[CH:12][C:13]([C:17]([O:19]C)=[O:18])=[CH:14][CH:15]=3)[CH:10]=[CH:9]2)=[CH:4][CH:3]=1.C1COCC1.[OH-].[Li+].Cl, predict the reaction product. The product is: [F:1][C:2]1[CH:3]=[CH:4][C:5]([N:8]2[C:16]3[C:11](=[CH:12][C:13]([C:17]([OH:19])=[O:18])=[CH:14][CH:15]=3)[CH:10]=[CH:9]2)=[CH:6][CH:7]=1.